From a dataset of Forward reaction prediction with 1.9M reactions from USPTO patents (1976-2016). Predict the product of the given reaction. (1) Given the reactants [CH2:1]([C@H:8]([CH2:12][C:13]([O:15]C(C)(C)C)=[O:14])[C:9]([OH:11])=O)[C:2]1[CH:7]=[CH:6][CH:5]=[CH:4][CH:3]=1.[F:20][C:21]([F:35])([F:34])[C:22]1[CH:23]=[C:24]([C:28]2[N:29]=[C:30]([NH2:33])[S:31][CH:32]=2)[CH:25]=[CH:26][CH:27]=1, predict the reaction product. The product is: [CH2:1]([C@@H:8]([C:9](=[O:11])[NH:33][C:30]1[S:31][CH:32]=[C:28]([C:24]2[CH:25]=[CH:26][CH:27]=[C:22]([C:21]([F:35])([F:20])[F:34])[CH:23]=2)[N:29]=1)[CH2:12][C:13]([OH:15])=[O:14])[C:2]1[CH:3]=[CH:4][CH:5]=[CH:6][CH:7]=1. (2) Given the reactants [CH2:1]([O:8][C:9]([N:11]1[CH2:18][CH2:17][CH2:16][C@H:12]1[C:13](O)=[O:14])=[O:10])[C:2]1[CH:7]=[CH:6][CH:5]=[CH:4][CH:3]=1, predict the reaction product. The product is: [OH:14][CH2:13][C@@H:12]1[CH2:16][CH2:17][CH2:18][N:11]1[C:9]([O:8][CH2:1][C:2]1[CH:7]=[CH:6][CH:5]=[CH:4][CH:3]=1)=[O:10].